This data is from Reaction yield outcomes from USPTO patents with 853,638 reactions. The task is: Predict the reaction yield, written as a fraction of the theoretical maximum amount of product (1.0 means a 100% yield; for example, 0.34 means a 34% yield). (1) The yield is 0.950. The catalyst is CO.[OH-].[OH-].[Pd+2]. The reactants are [CH3:1][O:2][C:3](=[O:16])[CH2:4][NH:5][C:6]([C:8]1[C:9](Cl)=[N:10][CH:11]=[C:12]([F:14])[CH:13]=1)=[O:7].CCN(CC)CC. The product is [CH3:1][O:2][C:3](=[O:16])[CH2:4][NH:5][C:6]([C:8]1[CH:9]=[N:10][CH:11]=[C:12]([F:14])[CH:13]=1)=[O:7]. (2) The yield is 0.960. The reactants are [CH2:1]([O:8][C:9]1[CH:17]=[C:16]([O:18][CH2:19][C:20]2[CH:25]=[CH:24][CH:23]=[CH:22][CH:21]=2)[C:15]([C:26]([CH3:28])=[CH2:27])=[CH:14][C:10]=1[C:11]([OH:13])=O)[C:2]1[CH:7]=[CH:6][CH:5]=[CH:4][CH:3]=1.Br.Cl.C(N=C=N[CH2:36][CH2:37][CH2:38][N:39]([CH3:41])C)C.ON1[C:47]2[CH:48]=[CH:49]C=C[C:46]=2N=N1.C(N(CC)CC)C.CN(C)C=[O:62]. The product is [CH2:1]([O:8][C:9]1[CH:17]=[C:16]([O:18][CH2:19][C:20]2[CH:21]=[CH:22][CH:23]=[CH:24][CH:25]=2)[C:15]([C:26]([CH3:28])=[CH2:27])=[CH:14][C:10]=1[C:11]([N:39]1[CH2:38][C:37]2[C:36](=[CH:46][CH:47]=[CH:48][C:49]=2[OH:62])[CH2:41]1)=[O:13])[C:2]1[CH:7]=[CH:6][CH:5]=[CH:4][CH:3]=1. No catalyst specified. (3) The reactants are [CH3:1][O:2][C:3]1[C:8]([C:9]2[CH:14]=[CH:13][C:12]([O:15][CH3:16])=[CH:11][CH:10]=2)=[CH:7][C:6]([CH2:17][NH:18][CH:19](C2C3C(=CC=CC=3)N=CC=2)[CH3:20])=[CH:5][CH:4]=1.[N:31]1[C:40]2[C:35](=[CH:36][CH:37]=[CH:38][C:39]=2C(N)C)[CH:34]=[CH:33][CH:32]=1.COC1C(C2C=CC(OC)=CC=2)=CC(C=O)=CC=1.C([BH3-])#N.[Na+]. No catalyst specified. The product is [CH3:1][O:2][C:3]1[C:8]([C:9]2[CH:14]=[CH:13][C:12]([O:15][CH3:16])=[CH:11][CH:10]=2)=[CH:7][C:6]([CH2:17][NH:18][CH:19]([C:39]2[CH:38]=[CH:37][CH:36]=[C:35]3[C:40]=2[N:31]=[CH:32][CH:33]=[CH:34]3)[CH3:20])=[CH:5][CH:4]=1. The yield is 0.720.